This data is from Forward reaction prediction with 1.9M reactions from USPTO patents (1976-2016). The task is: Predict the product of the given reaction. (1) Given the reactants [C:1]([OH:10])(=[O:9])[C@@H:2]([C@H:4]([C:6]([OH:8])=[O:7])[OH:5])[OH:3].[Cl:11][C:12]1[N:13]=[CH:14][S:15][C:16]=1[CH2:17][N:18]([CH2:25][CH:26]([CH3:28])[CH3:27])[CH:19]1[CH2:24][CH2:23][NH:22][CH2:21][CH2:20]1, predict the reaction product. The product is: [C:6]([C@@H:4]([C@H:2]([C:1]([OH:10])=[O:9])[OH:3])[OH:5])([OH:8])=[O:7].[Cl:11][C:12]1[N:13]=[CH:14][S:15][C:16]=1[CH2:17][N:18]([CH2:25][CH:26]([CH3:28])[CH3:27])[CH:19]1[CH2:24][CH2:23][NH:22][CH2:21][CH2:20]1. (2) Given the reactants [OH:1][CH2:2][CH2:3][O:4][CH2:5][CH2:6][O:7][CH2:8][CH2:9][O:10][CH2:11][CH2:12][O:13][CH2:14][CH2:15][O:16][CH2:17][CH2:18][O:19][S:20]([C:23]1[CH:28]=[CH:27][CH:26]=[CH:25][CH:24]=1)(=[O:22])=[O:21].[S:29](=[O:33])(=[O:32])([OH:31])[OH:30], predict the reaction product. The product is: [S:29](=[O:31])(=[O:30])([OH:33])[OH:32].[C:23]1([S:20]([O:19][CH2:18][CH2:17][O:16][CH2:15][CH2:14][O:13][CH2:12][CH2:11][O:10][CH2:9][CH2:8][O:7][CH2:6][CH2:5][O:4][CH2:3][C:2]([OH:30])=[O:1])(=[O:22])=[O:21])[CH:24]=[CH:25][CH:26]=[CH:27][CH:28]=1. (3) Given the reactants [NH2:1][C:2]1[CH:7]=[C:6]([C:8]2[CH:44]=[C:43]([C:45]([F:48])([F:47])[F:46])[CH:42]=[CH:41][C:9]=2[O:10][C:11]2[C:16]([Cl:17])=[CH:15][C:14]([S:18]([N:21](CC3C=CC(OC)=CC=3OC)[C:22]3[N:27]=[CH:26][C:25]([F:28])=[CH:24][N:23]=3)(=[O:20])=[O:19])=[C:13]([F:40])[CH:12]=2)[CH:5]=[CH:4][N:3]=1.Cl.[CH3:50][C:51]1[CH:56]=[CH:55][C:54]([S:57]([OH:60])(=[O:59])=[O:58])=[CH:53][CH:52]=1, predict the reaction product. The product is: [CH3:50][C:51]1[CH:52]=[CH:53][C:54]([S:57]([OH:60])(=[O:59])=[O:58])=[CH:55][CH:56]=1.[NH2:1][C:2]1[CH:7]=[C:6]([C:8]2[CH:44]=[C:43]([C:45]([F:47])([F:48])[F:46])[CH:42]=[CH:41][C:9]=2[O:10][C:11]2[C:16]([Cl:17])=[CH:15][C:14]([S:18]([NH:21][C:22]3[N:23]=[CH:24][C:25]([F:28])=[CH:26][N:27]=3)(=[O:20])=[O:19])=[C:13]([F:40])[CH:12]=2)[CH:5]=[CH:4][N:3]=1. (4) Given the reactants [H-].[Al+3].[Li+].[H-].[H-].[H-].[O:7]1[C:11]2[CH:12]=[CH:13][C:14]([CH2:16][CH2:17][C:18](O)=[O:19])=[CH:15][C:10]=2[O:9][CH2:8]1.Cl, predict the reaction product. The product is: [O:7]1[C:11]2[CH:12]=[CH:13][C:14]([CH2:16][CH2:17][CH2:18][OH:19])=[CH:15][C:10]=2[O:9][CH2:8]1.